From a dataset of Full USPTO retrosynthesis dataset with 1.9M reactions from patents (1976-2016). Predict the reactants needed to synthesize the given product. (1) Given the product [N+:2]([O-:5])([O-:4])=[O:3].[Fe+2:1].[N+:2]([O-:5])([O-:4])=[O:3], predict the reactants needed to synthesize it. The reactants are: [Fe:1].[N+:2]([O-:5])([OH:4])=[O:3]. (2) Given the product [C:37]([N:11]([CH2:12][C:13]1[S:14][C:15]([C:18]2[CH:23]=[CH:22][CH:21]=[C:20]([S:24]([CH3:27])(=[O:26])=[O:25])[CH:19]=2)=[CH:16][CH:17]=1)[S:8]([C:3]1[CH:4]=[CH:5][CH:6]=[CH:7][C:2]=1[Cl:1])(=[O:9])=[O:10])(=[O:44])[C:38]1[CH:43]=[CH:42][CH:41]=[CH:40][CH:39]=1, predict the reactants needed to synthesize it. The reactants are: [Cl:1][C:2]1[CH:7]=[CH:6][CH:5]=[CH:4][C:3]=1[S:8]([NH:11][CH2:12][C:13]1[S:14][C:15]([C:18]2[CH:23]=[CH:22][CH:21]=[C:20]([S:24]([CH3:27])(=[O:26])=[O:25])[CH:19]=2)=[CH:16][CH:17]=1)(=[O:10])=[O:9].C(N(CC)C(C)C)(C)C.[C:37](Cl)(=[O:44])[C:38]1[CH:43]=[CH:42][CH:41]=[CH:40][CH:39]=1. (3) The reactants are: [CH3:1][O:2][N:3]=[CH:4][C:5]1[CH:6]=[C:7]([CH3:33])[C:8]2[N:13]=[C:12]([C:14]3[N:18]([C:19]4[C:24]([Cl:25])=[CH:23][CH:22]=[CH:21][N:20]=4)[N:17]=[C:16]([O:26][CH2:27][CH:28]([F:30])[F:29])[CH:15]=3)[O:11][C:10](=[O:31])[C:9]=2[CH:32]=1.[CH3:34][N:35]([C:37]([O:39][CH3:40])=[O:38])[NH2:36]. Given the product [Cl:25][C:24]1[C:19]([N:18]2[C:14]([C:12]([NH:13][C:8]3[C:7]([CH3:33])=[CH:6][C:5](/[CH:4]=[N:3]/[O:2][CH3:1])=[CH:32][C:9]=3[C:10]([NH:36][N:35]([CH3:34])[C:37]([O:39][CH3:40])=[O:38])=[O:31])=[O:11])=[CH:15][C:16]([O:26][CH2:27][CH:28]([F:29])[F:30])=[N:17]2)=[N:20][CH:21]=[CH:22][CH:23]=1, predict the reactants needed to synthesize it. (4) Given the product [Cl:36][C:33]1[CH:34]=[CH:35][C:30]([O:29][C:27](=[O:28])[N:2]([C@H:3]2[CH2:4][CH2:5][C@H:6]([CH2:9][CH2:10][CH2:11][CH2:12][CH2:13][N:39]([CH2:37][CH3:38])[CH2:40][CH2:41][OH:42])[CH2:7][CH2:8]2)[CH3:1])=[CH:31][CH:32]=1, predict the reactants needed to synthesize it. The reactants are: [CH3:1][NH:2][C@H:3]1[CH2:8][CH2:7][C@H:6]([CH2:9][CH2:10][CH2:11][CH2:12][CH2:13]OS(C)(=O)=O)[CH2:5][CH2:4]1.FC(F)(F)C(O)=O.Cl[C:27]([O:29][C:30]1[CH:35]=[CH:34][C:33]([Cl:36])=[CH:32][CH:31]=1)=[O:28].[CH2:37]([NH:39][CH2:40][CH2:41][OH:42])[CH3:38]. (5) Given the product [O:15]1[CH2:16][CH2:17][O:3][CH:4]1[CH2:5][CH2:6][NH:7][CH2:8][C:28]1[CH:27]=[CH:24][CH:23]=[C:22]([O:21][CH3:20])[CH:29]=1, predict the reactants needed to synthesize it. The reactants are: C([O:3][CH:4]([O:15][CH2:16][CH3:17])[CH2:5][CH2:6][NH:7][C:8](=O)OC(C)(C)C)C.[H-].[Na+].[CH3:20][O:21][C:22]1[CH:23]=[C:24]([CH:27]=[CH:28][CH:29]=1)CBr. (6) Given the product [CH2:1]([O:3][C:4]([C:6]1[N:7]=[C:8]([NH:11][C:12](=[O:14])[CH3:13])[O:9][CH:10]=1)=[O:5])[CH3:2], predict the reactants needed to synthesize it. The reactants are: [CH2:1]([O:3][C:4]([C:6]1[N:7]=[C:8]([NH2:11])[O:9][CH:10]=1)=[O:5])[CH3:2].[C:12](O)(=[O:14])[CH3:13]. (7) The reactants are: [Cl:1][CH2:2][C:3]1[CH:7]=[C:6]([C:8]2[C:9]([NH:14][C:15](=[O:21])[O:16][C:17]([CH3:20])([CH3:19])[CH3:18])=[N:10][CH:11]=[CH:12][CH:13]=2)[O:5][N:4]=1.[C:22](O[C:22]([O:24][C:25]([CH3:28])([CH3:27])[CH3:26])=[O:23])([O:24][C:25]([CH3:28])([CH3:27])[CH3:26])=[O:23].C(OCC)(=O)C.O.[Cl-].[Na+]. Given the product [C:17]([O:16][C:15]([N:14]([C:9]1[C:8]([C:6]2[O:5][N:4]=[C:3]([CH2:2][Cl:1])[CH:7]=2)=[CH:13][CH:12]=[CH:11][N:10]=1)[C:22]([O:24][C:25]([CH3:28])([CH3:27])[CH3:26])=[O:23])=[O:21])([CH3:18])([CH3:20])[CH3:19], predict the reactants needed to synthesize it. (8) Given the product [CH3:1][C:2]1[CH:7]=[CH:6][C:5]([S:8]([O:11][CH2:12][C@H:13]2[C@H:17]([O:18][CH2:19][C:20]3[CH:21]=[CH:22][CH:23]=[CH:24][CH:25]=3)[C@@H:16]([NH2:26])[CH2:15][O:14]2)(=[O:9])=[O:10])=[CH:4][CH:3]=1.[F:34][C:35]([F:40])([F:39])[C:36]([O-:38])=[O:37], predict the reactants needed to synthesize it. The reactants are: [CH3:1][C:2]1[CH:7]=[CH:6][C:5]([S:8]([O:11][CH2:12][C@H:13]2[C@H:17]([O:18][CH2:19][C:20]3[CH:25]=[CH:24][CH:23]=[CH:22][CH:21]=3)[C@@H:16]([NH:26]C(OC(C)(C)C)=O)[CH2:15][O:14]2)(=[O:10])=[O:9])=[CH:4][CH:3]=1.[F:34][C:35]([F:40])([F:39])[C:36]([OH:38])=[O:37]. (9) Given the product [C:20]([O:24][C:25]([C:27]1([CH2:34][CH:35]([CH2:38][CH3:39])[CH2:36][CH3:37])[CH2:32][CH2:31][CH2:30][CH2:29][CH2:28]1)=[O:26])([CH3:23])([CH3:21])[CH3:22], predict the reactants needed to synthesize it. The reactants are: C1(NC2CCCCC2)CCCCC1.CCCCCC.[C:20]([O:24][C:25]([CH:27]1[CH2:32][CH2:31][CH2:30][CH2:29][CH2:28]1)=[O:26])([CH3:23])([CH3:22])[CH3:21].Br[CH2:34][CH:35]([CH2:38][CH3:39])[CH2:36][CH3:37].Cl.